Dataset: Forward reaction prediction with 1.9M reactions from USPTO patents (1976-2016). Task: Predict the product of the given reaction. (1) Given the reactants [N+:1]([C:4]1[CH:9]=[CH:8][C:7]([CH2:10][C:11]([O:13][CH2:14][CH3:15])=[O:12])=[CH:6][CH:5]=1)([O-:3])=[O:2].[H-].[Na+].F[C:19]1[CH:24]=[CH:23][N:22]=[C:21]([C:25]([F:28])([F:27])[F:26])[CH:20]=1, predict the reaction product. The product is: [CH2:14]([O:13][C:11](=[O:12])[CH:10]([C:7]1[CH:6]=[CH:5][C:4]([N+:1]([O-:3])=[O:2])=[CH:9][CH:8]=1)[C:19]1[CH:24]=[CH:23][N:22]=[C:21]([C:25]([F:28])([F:27])[F:26])[CH:20]=1)[CH3:15]. (2) Given the reactants O.NN.[C:4]([O:8][CH:9]([O:27][C:28]1[CH:29]=[C:30]([N+:72]([O-])=O)[CH:31]=[C:32]([O:53][CH2:54][CH2:55][CH2:56][CH2:57][CH2:58][CH2:59][CH2:60][CH2:61][CH2:62][CH2:63][CH2:64][CH2:65][CH2:66][CH2:67][CH2:68][CH2:69][CH2:70][CH3:71])[C:33]=1[O:34][CH2:35][CH2:36][CH2:37][CH2:38][CH2:39][CH2:40][CH2:41][CH2:42][CH2:43][CH2:44][CH2:45][CH2:46][CH2:47][CH2:48][CH2:49][CH2:50][CH2:51][CH3:52])[CH2:10][CH2:11][CH2:12][CH2:13][CH2:14][CH2:15][CH2:16][CH2:17][CH2:18][CH2:19][CH2:20][CH2:21][CH2:22][CH2:23][CH2:24][CH2:25][CH3:26])(=[O:7])[CH:5]=[CH2:6], predict the reaction product. The product is: [C:4]([O:8][CH:9]([O:27][C:28]1[CH:29]=[C:30]([CH:31]=[C:32]([O:53][CH2:54][CH2:55][CH2:56][CH2:57][CH2:58][CH2:59][CH2:60][CH2:61][CH2:62][CH2:63][CH2:64][CH2:65][CH2:66][CH2:67][CH2:68][CH2:69][CH2:70][CH3:71])[C:33]=1[O:34][CH2:35][CH2:36][CH2:37][CH2:38][CH2:39][CH2:40][CH2:41][CH2:42][CH2:43][CH2:44][CH2:45][CH2:46][CH2:47][CH2:48][CH2:49][CH2:50][CH2:51][CH3:52])[NH2:72])[CH2:10][CH2:11][CH2:12][CH2:13][CH2:14][CH2:15][CH2:16][CH2:17][CH2:18][CH2:19][CH2:20][CH2:21][CH2:22][CH2:23][CH2:24][CH2:25][CH3:26])(=[O:7])[CH:5]=[CH2:6]. (3) The product is: [CH3:27][O:26][C:25]1[CH:28]=[CH:29][C:22]([CH2:21][O:1][C:2]2[CH:3]=[CH:4][C:5]([C:6]([O:8][CH2:9][CH3:10])=[O:7])=[CH:11][CH:12]=2)=[CH:23][CH:24]=1. Given the reactants [OH:1][C:2]1[CH:12]=[CH:11][C:5]([C:6]([O:8][CH2:9][CH3:10])=[O:7])=[CH:4][CH:3]=1.C([O-])([O-])=O.[K+].[K+].[Na+].[I-].[CH2:21](Cl)[C:22]1[CH:29]=[CH:28][C:25]([O:26][CH3:27])=[CH:24][CH:23]=1, predict the reaction product. (4) Given the reactants [Cl:1][C:2]1[CH:3]=[C:4]([C:9]2[CH:13]=[C:12]([C:14](O)=[O:15])[N:11]([CH2:17][C:18]3[CH:23]=[CH:22][C:21]([C:24]([O:26][CH3:27])=[O:25])=[CH:20][N:19]=3)[N:10]=2)[CH:5]=[CH:6][C:7]=1[Cl:8].[CH:28]1[CH:33]=N[C:31]2[N:34](O)N=N[C:30]=2[CH:29]=1.[C:38](NC1CCCCC1)([CH3:41])([CH3:40])[CH3:39].[CH3:49]CN(C(C)C)C(C)C.C(Cl)CCl, predict the reaction product. The product is: [C:38]([C@@H:28]1[CH2:29][CH2:30][C@H:31]([NH:34][C:14]([C:12]2[N:11]([CH2:17][C:18]3[CH:23]=[CH:22][C:21]([C:24]([O:26][CH3:27])=[O:25])=[CH:20][N:19]=3)[N:10]=[C:9]([C:4]3[CH:5]=[CH:6][C:7]([Cl:8])=[C:2]([Cl:1])[CH:3]=3)[CH:13]=2)=[O:15])[CH2:49][CH2:33]1)([CH3:41])([CH3:40])[CH3:39].